This data is from NCI-60 drug combinations with 297,098 pairs across 59 cell lines. The task is: Regression. Given two drug SMILES strings and cell line genomic features, predict the synergy score measuring deviation from expected non-interaction effect. Synergy scores: CSS=3.62, Synergy_ZIP=-0.970, Synergy_Bliss=-1.59, Synergy_Loewe=-5.54, Synergy_HSA=-3.32. Drug 1: CC1=C(C=C(C=C1)NC2=NC=CC(=N2)N(C)C3=CC4=NN(C(=C4C=C3)C)C)S(=O)(=O)N.Cl. Cell line: NCI-H322M. Drug 2: CC1OCC2C(O1)C(C(C(O2)OC3C4COC(=O)C4C(C5=CC6=C(C=C35)OCO6)C7=CC(=C(C(=C7)OC)O)OC)O)O.